From a dataset of Catalyst prediction with 721,799 reactions and 888 catalyst types from USPTO. Predict which catalyst facilitates the given reaction. Reactant: [C:1]([C:5]1[CH:6]=[C:7]([C:15]2[N:19]([CH2:20][CH:21]3[CH2:26][CH2:25][CH2:24][CH2:23][CH2:22]3)[C:18]([CH3:27])=[C:17]([C:28]([O:30][CH3:31])=[O:29])[CH:16]=2)[CH:8]=[C:9]([C:11]2([CH3:14])[CH2:13][CH2:12]2)[CH:10]=1)([CH3:4])([CH3:3])[CH3:2].C1C(=O)N([Cl:39])C(=O)C1. Product: [C:1]([C:5]1[CH:6]=[C:7]([C:15]2[N:19]([CH2:20][CH:21]3[CH2:22][CH2:23][CH2:24][CH2:25][CH2:26]3)[C:18]([CH3:27])=[C:17]([C:28]([O:30][CH3:31])=[O:29])[C:16]=2[Cl:39])[CH:8]=[C:9]([C:11]2([CH3:14])[CH2:13][CH2:12]2)[CH:10]=1)([CH3:2])([CH3:3])[CH3:4]. The catalyst class is: 10.